From a dataset of Retrosynthesis with 50K atom-mapped reactions and 10 reaction types from USPTO. Predict the reactants needed to synthesize the given product. (1) Given the product Nc1cc(Cl)c(Oc2ccc(O)c(S(=O)(=O)CC3CC3)c2)c(Cl)c1, predict the reactants needed to synthesize it. The reactants are: O=[N+]([O-])c1cc(Cl)c(Oc2ccc(O)c(S(=O)(=O)CC3CC3)c2)c(Cl)c1. (2) Given the product CCOC(=O)c1cccc(Nc2c(C(N)=O)cnc3cc(-c4cc(F)ccc4F)ccc23)c1, predict the reactants needed to synthesize it. The reactants are: CCOC(=O)c1cccc(Nc2c(C(N)=O)cnc3cc(Cl)ccc23)c1.OB(O)c1cc(F)ccc1F.